Dataset: Reaction yield outcomes from USPTO patents with 853,638 reactions. Task: Predict the reaction yield, written as a fraction of the theoretical maximum amount of product (1.0 means a 100% yield; for example, 0.34 means a 34% yield). (1) The reactants are [O:1]1CCC[CH2:2]1.Br[C:7]1[CH:21]=[CH:20][C:10]([CH2:11][O:12][C:13]2[CH:18]=[C:17]([CH3:19])[CH:16]=[CH:15][N:14]=2)=[CH:9][CH:8]=1.C([Li])CCC.CN(C)C=O. The catalyst is O. The product is [CH3:19][C:17]1[CH:16]=[CH:15][N:14]=[C:13]([O:12][CH2:11][C:10]2[CH:20]=[CH:21][C:7]([CH:2]=[O:1])=[CH:8][CH:9]=2)[CH:18]=1. The yield is 0.554. (2) The reactants are NC(N)=O.[Cl:5][C:6]1[CH:12]=[CH:11][C:9]([NH2:10])=[C:8]([OH:13])[C:7]=1[S:14]([N:17]1[CH2:22][CH2:21][S:20](=[O:23])[CH2:19][CH2:18]1)(=[O:16])=[O:15].[Cl:24][C:25]1[C:30]([Cl:31])=[CH:29][CH:28]=[CH:27][C:26]=1[N:32]=[C:33]=[O:34]. No catalyst specified. The product is [Cl:5][C:6]1[CH:12]=[CH:11][C:9]([NH:10][C:33]([NH:32][C:26]2[CH:27]=[CH:28][CH:29]=[C:30]([Cl:31])[C:25]=2[Cl:24])=[O:34])=[C:8]([OH:13])[C:7]=1[S:14]([N:17]1[CH2:18][CH2:19][S:20](=[O:23])[CH2:21][CH2:22]1)(=[O:16])=[O:15]. The yield is 0.440. (3) The reactants are [CH3:1][C:2]12[C:14]3[C:6](=[CH:7][C:8]([NH:15][C:16]([C:18]4[S:22][C:21]([C:23]([O:25]C)=[O:24])=[CH:20][CH:19]=4)=[O:17])=[CH:9][C:10]=3[CH2:11][CH2:12][CH2:13]1)[CH2:5][CH2:4][CH2:3]2.[OH-].[Na+].Cl. The catalyst is C(O)C. The product is [CH3:1][C:2]12[C:14]3[C:6](=[CH:7][C:8]([NH:15][C:16]([C:18]4[S:22][C:21]([C:23]([OH:25])=[O:24])=[CH:20][CH:19]=4)=[O:17])=[CH:9][C:10]=3[CH2:11][CH2:12][CH2:13]1)[CH2:5][CH2:4][CH2:3]2. The yield is 0.910. (4) The reactants are [Cl-].O[NH3+:3].[C:4](=[O:7])([O-])[OH:5].[Na+].CS(C)=O.[CH2:13]([O:15][C:16]1[N:17]([CH2:30][C:31]2[CH:36]=[CH:35][C:34]([C:37]3[C:38]([C:43]#[N:44])=[CH:39][CH:40]=[CH:41][CH:42]=3)=[CH:33][CH:32]=2)[C:18](=[O:29])[C:19]([C:23]2[CH:28]=[CH:27][CH:26]=[CH:25][CH:24]=2)=[C:20]([CH3:22])[N:21]=1)[CH3:14]. The catalyst is O. The product is [CH2:13]([O:15][C:16]1[N:17]([CH2:30][C:31]2[CH:32]=[CH:33][C:34]([C:37]3[CH:42]=[CH:41][CH:40]=[CH:39][C:38]=3[C:43]3[NH:3][C:4](=[O:7])[O:5][N:44]=3)=[CH:35][CH:36]=2)[C:18](=[O:29])[C:19]([C:23]2[CH:24]=[CH:25][CH:26]=[CH:27][CH:28]=2)=[C:20]([CH3:22])[N:21]=1)[CH3:14]. The yield is 0.240. (5) The catalyst is ClCCl.C1COCC1.O.C(OCC)(=O)C. The product is [OH:39][C:38]1[N:48]([C:45]2[CH:46]=[CH:47][C:42]([O:41][CH3:40])=[C:43]([N:49]([CH3:53])[CH2:50][CH2:51][CH3:52])[CH:44]=2)[C:11]([C:10]2[CH:14]=[C:15]([CH:26]([CH3:27])[CH3:28])[C:16]([OH:18])=[CH:17][C:9]=2[OH:8])=[N:56][N:36]=1. The reactants are C([O:8][C:9]1[CH:17]=[C:16]([O:18]CC2C=CC=CC=2)[C:15]([CH:26]([CH3:28])[CH3:27])=[CH:14][C:10]=1[C:11](O)=O)C1C=CC=CC=1.C(Cl)(=O)C(Cl)=O.C[N:36]([CH:38]=[O:39])C.[CH3:40][O:41][C:42]1[CH:47]=[CH:46][C:45]([NH2:48])=[CH:44][C:43]=1[N:49]([CH3:53])[CH2:50][CH2:51][CH3:52].C([N:56](CC)CC)C. The yield is 0.930.